This data is from Catalyst prediction with 721,799 reactions and 888 catalyst types from USPTO. The task is: Predict which catalyst facilitates the given reaction. (1) Reactant: [C:1]([C:4]1[O:5][CH:6]=[CH:7][CH:8]=1)(=O)[CH3:2].[Br-].[Br-].[Br-].C([N+](CCCC)(CCCC)CCCC)CCC.C([N+](CCCC)(CCCC)CCCC)CCC.C([N+](CCCC)(CCCC)CCCC)CCC.[NH2:63][C:64]([NH2:66])=[S:65]. Product: [NH2:66][C:64]1[S:65][CH:2]=[C:1]([C:4]2[O:5][CH:6]=[CH:7][CH:8]=2)[N:63]=1. The catalyst class is: 98. (2) Product: [OH:19][CH2:18][CH2:17][C:11]1([CH2:14][CH2:15][OH:16])[CH2:12][CH2:13][N:8]([C:28]([O:30][C:31]([CH3:32])([CH3:33])[CH3:34])=[O:29])[CH2:9][CH2:10]1. The catalyst class is: 45. Reactant: C([N:8]1[CH2:13][CH2:12][C:11]([CH2:17][CH2:18][OH:19])([CH2:14][CH2:15][OH:16])[CH2:10][CH2:9]1)C1C=CC=CC=1.[CH3:32][C:31]([O:30][C:28](O[C:28]([O:30][C:31]([CH3:34])([CH3:33])[CH3:32])=[O:29])=[O:29])([CH3:34])[CH3:33]. (3) Reactant: [CH2:1]([N:3]1[C:12](=[O:13])[C:11]2[C:6](=[CH:7][CH:8]=[C:9]([N+:14]([O-])=O)[CH:10]=2)[N:5]([CH2:17][CH2:18][O:19][CH3:20])[C:4]1=[O:21])[CH3:2].[H][H]. Product: [NH2:14][C:9]1[CH:10]=[C:11]2[C:6](=[CH:7][CH:8]=1)[N:5]([CH2:17][CH2:18][O:19][CH3:20])[C:4](=[O:21])[N:3]([CH2:1][CH3:2])[C:12]2=[O:13]. The catalyst class is: 78. (4) Reactant: [C:9](O[C:9]([O:11][C:12]([CH3:15])([CH3:14])[CH3:13])=[O:10])([O:11][C:12]([CH3:15])([CH3:14])[CH3:13])=[O:10].[CH3:16][O:17][C:18](=[O:30])[C:19]1[CH:24]=[CH:23][CH:22]=[C:21]([C:25]([F:28])([F:27])[F:26])[C:20]=1[NH2:29].C(N(CC)CC)C. Product: [CH3:16][O:17][C:18](=[O:30])[C:19]1[CH:24]=[CH:23][CH:22]=[C:21]([C:25]([F:28])([F:27])[F:26])[C:20]=1[NH:29][C:9]([O:11][C:12]([CH3:13])([CH3:14])[CH3:15])=[O:10]. The catalyst class is: 4. (5) Reactant: F[C:2]1[CH:3]=[CH:4][C:5]([N+:21]([O-:23])=[O:22])=[C:6]([N:8]2[CH2:13][CH2:12][N:11](C(OC(C)(C)C)=O)[CH2:10][CH2:9]2)[CH:7]=1.[Cl:24][C:25]1[CH:26]=[C:27]([CH:30]=[CH:31][CH:32]=1)[CH2:28][NH2:29].C(N(CC)C(C)C)(C)C. Product: [ClH:24].[Cl:24][C:25]1[CH:26]=[C:27]([CH:30]=[CH:31][CH:32]=1)[CH2:28][NH:29][C:2]1[CH:3]=[CH:4][C:5]([N+:21]([O-:23])=[O:22])=[C:6]([N:8]2[CH2:9][CH2:10][NH:11][CH2:12][CH2:13]2)[CH:7]=1. The catalyst class is: 10. (6) Reactant: [OH:1][C:2]([CH3:44])([CH3:43])[C:3]([NH:5][NH:6][C:7]([C:9]1[S:10][C:11]([C:23]2[C:32]3[C:27](=[CH:28][CH:29]=[CH:30][CH:31]=3)[C:26]([S:33]([NH:36][C@@H:37]([CH3:42])[C:38]([F:41])([F:40])[F:39])(=[O:35])=[O:34])=[CH:25][CH:24]=2)=[C:12]([C:14]([N:16]2[CH2:21][CH2:20][CH:19]([CH3:22])[CH2:18][CH2:17]2)=[O:15])[N:13]=1)=[O:8])=O.CC1C=CC(S(Cl)(=O)=O)=CC=1.C(Cl)Cl. Product: [OH:1][C:2]([C:3]1[O:8][C:7]([C:9]2[S:10][C:11]([C:23]3[C:32]4[C:27](=[CH:28][CH:29]=[CH:30][CH:31]=4)[C:26]([S:33]([NH:36][C@@H:37]([CH3:42])[C:38]([F:41])([F:40])[F:39])(=[O:35])=[O:34])=[CH:25][CH:24]=3)=[C:12]([C:14]([N:16]3[CH2:17][CH2:18][CH:19]([CH3:22])[CH2:20][CH2:21]3)=[O:15])[N:13]=2)=[N:6][N:5]=1)([CH3:44])[CH3:43]. The catalyst class is: 6.